From a dataset of Reaction yield outcomes from USPTO patents with 853,638 reactions. Predict the reaction yield, written as a fraction of the theoretical maximum amount of product (1.0 means a 100% yield; for example, 0.34 means a 34% yield). (1) The reactants are [Cl:1][C:2]1[O:3][C:4]2[CH:10]=[CH:9][C:8]([C:11]([CH2:30][CH3:31])=[C:12]([C:23]3[CH:28]=[CH:27][C:26]([OH:29])=[CH:25][CH:24]=3)[C:13]3[CH:18]=[CH:17][C:16]([O:19][CH2:20][CH2:21]Cl)=[CH:15][CH:14]=3)=[CH:7][C:5]=2[CH:6]=1.[CH2:32]([NH:34][CH2:35][CH3:36])[CH3:33]. The catalyst is CO. The product is [Cl:1][C:2]1[O:3][C:4]2[CH:10]=[CH:9][C:8]([C:11]([CH2:30][CH3:31])=[C:12]([C:23]3[CH:28]=[CH:27][C:26]([OH:29])=[CH:25][CH:24]=3)[C:13]3[CH:14]=[CH:15][C:16]([O:19][CH2:20][CH2:21][N:34]([CH2:35][CH3:36])[CH2:32][CH3:33])=[CH:17][CH:18]=3)=[CH:7][C:5]=2[CH:6]=1. The yield is 0.810. (2) The reactants are [Br:1][C:2]1[N:10]([CH2:11][C:12]2[C:17]([F:18])=[CH:16][CH:15]=[CH:14][C:13]=2[Cl:19])[C:9]2[C:8](=[O:20])[N:7]([CH3:21])[C:6](=[O:22])[NH:5][C:4]=2[N:3]=1.C([O-])([O-])=O.[K+].[K+].[CH:29](I)([CH3:31])[CH3:30]. The catalyst is CN(C=O)C. The product is [Br:1][C:2]1[N:10]([CH2:11][C:12]2[C:17]([F:18])=[CH:16][CH:15]=[CH:14][C:13]=2[Cl:19])[C:9]2[C:8](=[O:20])[N:7]([CH3:21])[C:6](=[O:22])[N:5]([CH:29]([CH3:31])[CH3:30])[C:4]=2[N:3]=1. The yield is 0.630. (3) The reactants are [C:1]([C:5]1[CH:9]=[C:8]2[C:10]3[CH:11]=[CH:12][CH:13]=[CH:14][C:15]=3[CH:16]=[C:7]2[N:6]=1)([O:3][CH3:4])=[O:2].[CH3:17]I.O.[OH-].[Na+]. The catalyst is [Cl-].C1C=CC=CC=1. The yield is 0.640. The product is [CH3:17][N:6]1[C:7]2=[CH:16][C:15]3[CH:14]=[CH:13][CH:12]=[CH:11][C:10]=3[C:8]2=[CH:9][CH:5]1[C:1]([O:3][CH3:4])=[O:2]. (4) The yield is 0.530. The product is [NH2:36][C:33]1[N:34]=[CH:35][C:30]([C:9]2[CH2:10][CH2:11][CH2:12][N:13]([C:16]([O:18][C:19]([CH3:20])([CH3:21])[CH3:22])=[O:17])[CH2:14][CH:15]=2)=[CH:31][C:32]=1[C:37]1[N:41]([C:42]2[CH:47]=[CH:46][CH:45]=[C:44]([F:48])[C:43]=2[F:49])[N:40]=[N:39][N:38]=1. The reactants are CC1(C)C(C)(C)OB([C:9]2[CH2:10][CH2:11][CH2:12][N:13]([C:16]([O:18][C:19]([CH3:22])([CH3:21])[CH3:20])=[O:17])[CH2:14][CH:15]=2)O1.C([O-])(O)=O.[Na+].Br[C:30]1[CH:31]=[C:32]([C:37]2[N:41]([C:42]3[CH:47]=[CH:46][CH:45]=[C:44]([F:48])[C:43]=3[F:49])[N:40]=[N:39][N:38]=2)[C:33]([NH2:36])=[N:34][CH:35]=1. The catalyst is COCCOC.C1C=CC(P(C2C=CC=CC=2)[C-]2C=CC=C2)=CC=1.C1C=CC(P(C2C=CC=CC=2)[C-]2C=CC=C2)=CC=1.Cl[Pd]Cl.[Fe+2].